From a dataset of TCR-epitope binding with 47,182 pairs between 192 epitopes and 23,139 TCRs. Binary Classification. Given a T-cell receptor sequence (or CDR3 region) and an epitope sequence, predict whether binding occurs between them. (1) The epitope is IVDTVSALV. The TCR CDR3 sequence is CAWGGGDTQYF. Result: 0 (the TCR does not bind to the epitope). (2) The epitope is GILGFVFTL. The TCR CDR3 sequence is CASTARSSYNEQFF. Result: 1 (the TCR binds to the epitope).